The task is: Predict the reaction yield, written as a fraction of the theoretical maximum amount of product (1.0 means a 100% yield; for example, 0.34 means a 34% yield).. This data is from Reaction yield outcomes from USPTO patents with 853,638 reactions. (1) The reactants are [Br:1][C:2]1[C:10]([F:11])=[CH:9][C:8]([C:12]([NH2:14])=O)=[C:7]2[C:3]=1[C:4]([CH3:16])=[C:5]([CH3:15])[NH:6]2.N1C=CC=CC=1.P(Cl)(Cl)(Cl)=O. The catalyst is ClCCl. The product is [Br:1][C:2]1[C:10]([F:11])=[CH:9][C:8]([C:12]#[N:14])=[C:7]2[C:3]=1[C:4]([CH3:16])=[C:5]([CH3:15])[NH:6]2. The yield is 0.920. (2) The reactants are B(F)(F)F.CCOCC.[CH:10]([O:17][CH2:18][CH3:19])([O:14][CH2:15][CH3:16])OCC.[CH3:20][O:21][C:22]([O:27][CH3:28])([CH3:26])[C:23](=[O:25])[CH3:24].C(N(CC)C(C)C)(C)C.C(=O)([O-])O.[Na+]. The catalyst is ClCCl. The product is [CH2:18]([O:17][CH:10]([O:14][CH2:15][CH3:16])[CH2:24][C:23](=[O:25])[C:22]([O:27][CH3:28])([O:21][CH3:20])[CH3:26])[CH3:19]. The yield is 1.00.